From a dataset of Reaction yield outcomes from USPTO patents with 853,638 reactions. Predict the reaction yield, written as a fraction of the theoretical maximum amount of product (1.0 means a 100% yield; for example, 0.34 means a 34% yield). (1) The catalyst is C(#N)C. The reactants are [F:1][CH:2]([F:23])[O:3][C:4]1[C:5]([OH:22])=[C:6]([C:12]2[CH:13]=[C:14]3[C:18](=[CH:19][CH:20]=2)[C:17](=[O:21])[O:16][CH2:15]3)[CH:7]=[CH:8][C:9]=1[O:10][CH3:11].C(=O)([O-])[O-].[K+].[K+].[CH2:30](Br)[CH:31]([CH3:33])[CH3:32]. The product is [F:23][CH:2]([F:1])[O:3][C:4]1[C:5]([O:22][CH2:30][CH:31]([CH3:33])[CH3:32])=[C:6]([C:12]2[CH:13]=[C:14]3[C:18](=[CH:19][CH:20]=2)[C:17](=[O:21])[O:16][CH2:15]3)[CH:7]=[CH:8][C:9]=1[O:10][CH3:11]. The yield is 0.214. (2) The reactants are Cl.[F:2][C:3]1[CH:4]=[C:5]([NH:9][NH2:10])[CH:6]=[CH:7][CH:8]=1.[CH3:11][C:12]([CH3:19])([CH3:18])[C:13](=O)[CH2:14][C:15]#[N:16]. No catalyst specified. The product is [C:12]([C:13]1[CH:14]=[C:15]([NH2:16])[N:9]([C:5]2[CH:6]=[CH:7][CH:8]=[C:3]([F:2])[CH:4]=2)[N:10]=1)([CH3:19])([CH3:18])[CH3:11]. The yield is 0.670. (3) The reactants are [NH2:1][C:2]1[CH:7]=[CH:6][NH:5][C:4](=[S:8])[N:3]=1.Cl[CH2:10][C:11]([CH3:18])([CH3:17])[C:12]([O:14][CH2:15][CH3:16])=[O:13].C(=O)([O-])[O-].[K+].[K+].CN(C)C=O. The catalyst is CCOC(C)=O. The product is [NH2:1][C:2]1[CH:7]=[CH:6][N:5]=[C:4]([S:8][CH2:10][C:11]([CH3:18])([CH3:17])[C:12]([O:14][CH2:15][CH3:16])=[O:13])[N:3]=1. The yield is 0.490. (4) The reactants are Br[C:2]1[C:7]2[CH:8]([C:11]3[CH:16]=[CH:15][C:14]([CH:17]([CH3:19])[CH3:18])=[CH:13][CH:12]=3)[CH2:9][O:10][C:6]=2[C:5]([CH3:20])=[C:4]([CH3:21])[C:3]=1[NH:22][C:23](=[O:29])[CH2:24][C:25]([CH3:28])([CH3:27])[CH3:26].CCCCCC.[C:36](OCC)(=[O:38])C. No catalyst specified. The product is [CH:17]([C:14]1[CH:15]=[CH:16][C:11]([CH:8]2[C:7]3[C:2]([O:38][CH3:36])=[C:3]([NH:22][C:23](=[O:29])[CH2:24][C:25]([CH3:28])([CH3:27])[CH3:26])[C:4]([CH3:21])=[C:5]([CH3:20])[C:6]=3[O:10][CH2:9]2)=[CH:12][CH:13]=1)([CH3:19])[CH3:18]. The yield is 0.210. (5) The reactants are FC1[CH:24]=[CH:23][C:5]([CH2:6][N:7]2[CH2:11][CH2:10][N:9]([C:12]3[CH:13]=[C:14]([CH:19]=[CH:20][N:21]=3)[C:15]([O:17]C)=O)[C:8]2=[O:22])=CC=1.C1(CN2CCN(C3C=C(C=CN=3)C(OC)=O)C2=O)CC1.[CH2:45]([NH2:52])[C:46]1[CH:51]=[CH:50][CH:49]=[CH:48][CH:47]=1. No catalyst specified. The product is [CH2:45]([NH:52][C:15](=[O:17])[C:14]1[CH:19]=[CH:20][N:21]=[C:12]([N:9]2[CH2:10][CH2:11][N:7]([CH2:6][CH:5]3[CH2:23][CH2:24]3)[C:8]2=[O:22])[CH:13]=1)[C:46]1[CH:51]=[CH:50][CH:49]=[CH:48][CH:47]=1. The yield is 0.310. (6) The reactants are [CH3:1][N:2]1[C@@H:19]2[CH2:20][C:7]3[CH:8]=[CH:9][C:10]([O:21][CH3:22])=[C:11]4[O:12][C@H:13]5[C:14]([CH2:16][CH2:17][C@@H:18]2[C@:5]5([C:6]=34)[CH2:4][CH2:3]1)=[O:15].[Li]N([Si](C)(C)C)[Si](C)(C)C.[O:33]1CCCC1. No catalyst specified. The product is [C:11]([O-:33])(=[O:12])[C:6]1[CH:7]=[CH:20][CH:19]=[CH:18][CH:5]=1.[CH3:1][N:2]1[C@@H:19]2[CH2:20][C:7]3[CH:8]=[CH:9][C:10]([O:21][CH3:22])=[C:11]4[O:12][C@H:13]5[C:14]([CH2:16][CH2:17][C@@H:18]2[C@:5]5([C:6]=34)[CH2:4][CH2:3]1)=[O:15]. The yield is 0.420.